Dataset: Forward reaction prediction with 1.9M reactions from USPTO patents (1976-2016). Task: Predict the product of the given reaction. (1) Given the reactants [NH2:1][CH2:2][C:3]1[CH:4]=[CH:5][C:6]2[O:10][C:9]([NH:11][CH:12]3[CH2:17][CH2:16][N:15]([CH2:18][C:19]4[CH:24]=[C:23]([O:25][CH2:26][CH3:27])[C:22]([F:28])=[C:21]([O:29][CH2:30][CH3:31])[CH:20]=4)[CH2:14][CH2:13]3)=[N:8][C:7]=2[CH:32]=1.[CH2:33]([O:35][C:36](=[O:41])[CH2:37][C:38](O)=[O:39])[CH3:34].Cl.CN(C)CCCN=C=NCC, predict the reaction product. The product is: [CH2:33]([O:35][C:36](=[O:41])[CH2:37][C:38]([NH:1][CH2:2][C:3]1[CH:4]=[CH:5][C:6]2[O:10][C:9]([NH:11][CH:12]3[CH2:13][CH2:14][N:15]([CH2:18][C:19]4[CH:24]=[C:23]([O:25][CH2:26][CH3:27])[C:22]([F:28])=[C:21]([O:29][CH2:30][CH3:31])[CH:20]=4)[CH2:16][CH2:17]3)=[N:8][C:7]=2[CH:32]=1)=[O:39])[CH3:34]. (2) Given the reactants ClCCl.[C:4]([Si:8]([CH3:11])([CH3:10])Cl)([CH3:7])([CH3:6])[CH3:5].[N:12]([C@@H:15]1[CH2:20][C@H:19]([OH:21])[C@@H:18]([CH2:22][OH:23])[O:17][CH2:16]1)=[N+:13]=[N-:14].C(N(CC)CC)C, predict the reaction product. The product is: [N:12]([C@@H:15]1[CH2:20][C@H:19]([OH:21])[C@@H:18]([CH2:22][O:23][Si:8]([C:4]([CH3:7])([CH3:6])[CH3:5])([CH3:11])[CH3:10])[O:17][CH2:16]1)=[N+:13]=[N-:14]. (3) The product is: [NH2:1][C:2]1[C:7]([C:32]2[CH:33]=[CH:34][C:29]([N:28]([CH3:38])[CH3:27])=[CH:30][CH:31]=2)=[CH:6][N:5]=[C:4]([N:9]2[CH2:14][CH2:13][CH:12]([C:15]([NH:17][CH2:18][C:19]3[CH:24]=[CH:23][C:22]([Cl:25])=[CH:21][C:20]=3[Cl:26])=[O:16])[CH2:11][CH2:10]2)[N:3]=1. Given the reactants [NH2:1][C:2]1[C:7](Br)=[CH:6][N:5]=[C:4]([N:9]2[CH2:14][CH2:13][CH:12]([C:15]([NH:17][CH2:18][C:19]3[CH:24]=[CH:23][C:22]([Cl:25])=[CH:21][C:20]=3[Cl:26])=[O:16])[CH2:11][CH2:10]2)[N:3]=1.[CH3:27][N:28]([CH3:38])[C:29]1[CH:34]=[CH:33][C:32](B(O)O)=[CH:31][CH:30]=1.C([O-])([O-])=O.[K+].[K+].ClCCl.C(O)(C(F)(F)F)=O, predict the reaction product. (4) Given the reactants Br[C:2]1[CH:7]=[CH:6][C:5]([C:8]2[O:12][N:11]=[C:10]([CH3:13])[C:9]=2[NH:14][CH:15]([C:17]2[O:21][N:20]=[C:19]([C:22]3[CH:27]=[CH:26][CH:25]=[CH:24][CH:23]=3)[CH:18]=2)[CH3:16])=[CH:4][CH:3]=1.[CH2:28]([O:30][C:31](=[O:51])[CH2:32][C:33]1([C:36]2[CH:41]=[CH:40][C:39](B3OC(C)(C)C(C)(C)O3)=[CH:38][CH:37]=2)[CH2:35][CH2:34]1)[CH3:29], predict the reaction product. The product is: [CH2:28]([O:30][C:31](=[O:51])[CH2:32][C:33]1([C:36]2[CH:41]=[CH:40][C:39]([C:2]3[CH:3]=[CH:4][C:5]([C:8]4[O:12][N:11]=[C:10]([CH3:13])[C:9]=4[NH:14][CH:15]([C:17]4[O:21][N:20]=[C:19]([C:22]5[CH:27]=[CH:26][CH:25]=[CH:24][CH:23]=5)[CH:18]=4)[CH3:16])=[CH:6][CH:7]=3)=[CH:38][CH:37]=2)[CH2:35][CH2:34]1)[CH3:29]. (5) The product is: [ClH:1].[CH3:29][C:24]1[CH:23]=[C:22]([N:6]([CH2:7][CH2:8][C:9]2[C:14]([F:15])=[CH:13][C:12]([C:16]([F:18])([F:17])[F:19])=[C:11]([F:20])[C:10]=2[F:21])[C:4]([CH:3]2[C:30]3[C:35](=[CH:34][CH:33]=[CH:32][CH:31]=3)[CH2:36][NH:2]2)=[O:5])[CH:27]=[CH:26][C:25]=1[CH3:28]. Given the reactants [ClH:1].[NH2:2][C@@H:3]([C:30]1[CH:35]=[CH:34][CH:33]=[CH:32][CH:31]=1)[C:4]([N:6]([C:22]1[CH:27]=[CH:26][C:25]([CH3:28])=[C:24]([CH3:29])[CH:23]=1)[CH2:7][CH2:8][C:9]1[C:14]([F:15])=[CH:13][C:12]([C:16]([F:19])([F:18])[F:17])=[C:11]([F:20])[C:10]=1[F:21])=[O:5].[C:36](C1(C(O)=O)C2C(=CC=CC=2)CN1)(OC(C)(C)C)=O, predict the reaction product. (6) Given the reactants [NH2:1][C:2]([C:8]1[CH:9]=[N:10][CH:11]=[CH:12][CH:13]=1)=[CH:3][C:4]([O:6][CH3:7])=[O:5].[ClH:14], predict the reaction product. The product is: [ClH:14].[ClH:14].[NH2:1][CH:2]([C:8]1[CH:9]=[N:10][CH:11]=[CH:12][CH:13]=1)[CH2:3][C:4]([O:6][CH3:7])=[O:5].